The task is: Predict the reaction yield, written as a fraction of the theoretical maximum amount of product (1.0 means a 100% yield; for example, 0.34 means a 34% yield).. This data is from Reaction yield outcomes from USPTO patents with 853,638 reactions. (1) The reactants are [CH3:1][C:2]1[C:10]([N+:11]([O-:13])=[O:12])=[CH:9][CH:8]=[CH:7][C:3]=1[C:4]([OH:6])=[O:5].[Br:14]N1C(C)(C)C(=O)N(Br)C1=O. The catalyst is OS(O)(=O)=O. The product is [Br:14][C:8]1[CH:9]=[C:10]([N+:11]([O-:13])=[O:12])[C:2]([CH3:1])=[C:3]([CH:7]=1)[C:4]([OH:6])=[O:5]. The yield is 1.00. (2) The reactants are [CH3:1][C:2]1[C:7]([CH2:8][OH:9])=[CH:6][N:5]=[C:4]([CH3:10])[C:3]=1[OH:11].Cl.I[C:14]1[CH:15]=[C:16]([CH:19]=[CH:20][CH:21]=1)[C:17]#[N:18]. No catalyst specified. The product is [OH:9][CH2:8][C:7]1[C:2]([CH3:1])=[C:3]([O:11][C:14]2[CH:15]=[C:16]([CH:19]=[CH:20][CH:21]=2)[C:17]#[N:18])[C:4]([CH3:10])=[N:5][CH:6]=1. The yield is 0.0750. (3) The reactants are [CH2:1]([N:8](C)[CH2:9][CH2:10][NH:11][C:12](=[O:18])[O:13][C:14]([CH3:17])([CH3:16])[CH3:15])C1C=CC=CC=1. The catalyst is [Pd].CO. The product is [CH3:1][NH:8][CH2:9][CH2:10][NH:11][C:12](=[O:18])[O:13][C:14]([CH3:16])([CH3:15])[CH3:17]. The yield is 0.683. (4) The reactants are [CH3:1][C:2]1([C:5]2[NH:6][C:7]3[C:12]([CH:13]=2)=[CH:11][C:10]([N+:14]([O-])=O)=[CH:9][CH:8]=3)[CH2:4][CH2:3]1. The catalyst is CCO.[Ni]. The product is [CH3:1][C:2]1([C:5]2[NH:6][C:7]3[C:12]([CH:13]=2)=[CH:11][C:10]([NH2:14])=[CH:9][CH:8]=3)[CH2:4][CH2:3]1. The yield is 0.280. (5) The reactants are [Cl-].[In+3].[Cl-].[Cl-].[C:5]12([C:12]3[CH:17]=[CH:16][C:15]([C:18]4[N:22]=[CH:21][N:20]([C:23]5[CH:28]=[CH:27][C:26]([O:29][C:30]([F:33])([F:32])[F:31])=[CH:25][CH:24]=5)[N:19]=4)=[CH:14][CH:13]=3)[O:11][CH:10]1[CH2:9][CH2:8][CH2:7][CH2:6]2. The catalyst is C1COCC1.C(OCC)C. The product is [F:33][C:30]([F:31])([F:32])[O:29][C:26]1[CH:25]=[CH:24][C:23]([N:20]2[CH:21]=[N:22][C:18]([C:15]3[CH:16]=[CH:17][C:12]([CH:5]4[CH2:6][CH2:7][CH2:8][CH2:9][C:10]4=[O:11])=[CH:13][CH:14]=3)=[N:19]2)=[CH:28][CH:27]=1. The yield is 0.350. (6) The reactants are [CH2:1]([O:8][C:9]([O:11]N1C(=O)CCC1=O)=O)[C:2]1[CH:7]=[CH:6][CH:5]=[CH:4][CH:3]=1.[CH3:19][NH:20][CH2:21][C:22]1[C:30]2[C:25](=[CH:26][CH:27]=[CH:28][CH:29]=2)[NH:24][CH:23]=1.C(N(CC)CC)C. The catalyst is CN(C=O)C. The product is [CH2:1]([O:8][C:9]([N:20]([CH2:21][C:22]1[C:30]2[C:25](=[CH:26][CH:27]=[CH:28][CH:29]=2)[NH:24][CH:23]=1)[CH3:19])=[O:11])[C:2]1[CH:3]=[CH:4][CH:5]=[CH:6][CH:7]=1. The yield is 0.740. (7) The reactants are [C:1]([C:4]1[CH:9]=[CH:8][C:7]([S:10](Cl)(=[O:12])=[O:11])=[CH:6][CH:5]=1)(=[O:3])[CH3:2].CCN(CC)CC.[NH:21]1[CH2:26][CH2:25][O:24][CH2:23][CH2:22]1. The catalyst is C(Cl)Cl. The product is [N:21]1([S:10]([C:7]2[CH:8]=[CH:9][C:4]([C:1](=[O:3])[CH3:2])=[CH:5][CH:6]=2)(=[O:12])=[O:11])[CH2:26][CH2:25][O:24][CH2:23][CH2:22]1. The yield is 0.710. (8) The product is [OH:23][C:12]1[C:11]([CH:24]([CH3:26])[CH3:25])=[N:10][N:9]([CH2:8][C:5]2[CH:6]=[CH:7][C:2]([C:30]3[CH:31]=[CH:32][N:27]=[CH:28][CH:29]=3)=[CH:3][CH:4]=2)[C:14](=[O:15])[C:13]=1[C:16]([NH:18][CH2:19][C:20]([OH:22])=[O:21])=[O:17]. The yield is 0.280. The reactants are Br[C:2]1[CH:7]=[CH:6][C:5]([CH2:8][N:9]2[C:14](=[O:15])[C:13]([C:16]([NH:18][CH2:19][C:20]([OH:22])=[O:21])=[O:17])=[C:12]([OH:23])[C:11]([CH:24]([CH3:26])[CH3:25])=[N:10]2)=[CH:4][CH:3]=1.[N:27]1[CH:32]=[CH:31][C:30](B(O)O)=[CH:29][CH:28]=1.C(=O)([O-])[O-].[K+].[K+].Cl. The catalyst is O1CCOCC1.O.C1C=CC([P]([Pd]([P](C2C=CC=CC=2)(C2C=CC=CC=2)C2C=CC=CC=2)([P](C2C=CC=CC=2)(C2C=CC=CC=2)C2C=CC=CC=2)[P](C2C=CC=CC=2)(C2C=CC=CC=2)C2C=CC=CC=2)(C2C=CC=CC=2)C2C=CC=CC=2)=CC=1.